This data is from Peptide-MHC class I binding affinity with 185,985 pairs from IEDB/IMGT. The task is: Regression. Given a peptide amino acid sequence and an MHC pseudo amino acid sequence, predict their binding affinity value. This is MHC class I binding data. (1) The binding affinity (normalized) is 0.250. The MHC is Mamu-A11 with pseudo-sequence Mamu-A11. The peptide sequence is LEPFRKANPDV. (2) The peptide sequence is MSDIFHALV. The MHC is HLA-B35:01 with pseudo-sequence HLA-B35:01. The binding affinity (normalized) is 0.447. (3) The peptide sequence is HAEQGLIQY. The MHC is HLA-A02:19 with pseudo-sequence HLA-A02:19. The binding affinity (normalized) is 0.0847. (4) The peptide sequence is YRYGFVANF. The MHC is HLA-A02:03 with pseudo-sequence HLA-A02:03. The binding affinity (normalized) is 0.0847. (5) The peptide sequence is QQRPDLILV. The MHC is HLA-A30:02 with pseudo-sequence HLA-A30:02. The binding affinity (normalized) is 0.0847. (6) The peptide sequence is ELPQWLSANR. The MHC is HLA-A26:01 with pseudo-sequence HLA-A26:01. The binding affinity (normalized) is 0.414. (7) The peptide sequence is KSMREEYRK. The MHC is HLA-A68:01 with pseudo-sequence HLA-A68:01. The binding affinity (normalized) is 0.